The task is: Predict the reaction yield, written as a fraction of the theoretical maximum amount of product (1.0 means a 100% yield; for example, 0.34 means a 34% yield).. This data is from Reaction yield outcomes from USPTO patents with 853,638 reactions. (1) The product is [C:1]([O:4][C:5]1[CH:13]=[CH:12][C:11]([Br:14])=[CH:10][C:6]=1[C:7]([NH:15][C:16]1[S:17][CH:18]=[C:19]([C:21]([CH3:24])([CH3:23])[CH3:22])[N:20]=1)=[O:9])(=[O:3])[CH3:2]. The reactants are [C:1]([O:4][C:5]1[CH:13]=[CH:12][C:11]([Br:14])=[CH:10][C:6]=1[C:7]([OH:9])=O)(=[O:3])[CH3:2].[NH2:15][C:16]1[S:17][CH:18]=[C:19]([C:21]([CH3:24])([CH3:23])[CH3:22])[N:20]=1. The yield is 0.594. No catalyst specified. (2) The reactants are [C:1]1([CH3:10])[CH:6]=[CH:5][C:4]([S:7]([OH:9])=[O:8])=[CH:3][CH:2]=1.[Li].[S:12]([CH2:16][CH2:17][NH:18][C:19](=[O:22])[CH2:20]Br)([OH:15])(=[O:14])=[O:13].O. The catalyst is C(O)C. The product is [CH3:10][C:1]1[CH:6]=[CH:5][C:4]([S:7]([CH2:20][C:19]([NH:18][CH2:17][CH2:16][S:12]([OH:15])(=[O:14])=[O:13])=[O:22])(=[O:9])=[O:8])=[CH:3][CH:2]=1. The yield is 0.890. (3) The reactants are [OH-].[Li+].[C:3]([N:6]1[C:15]2[C:10](=[CH:11][C:12]([C:16]3[CH:21]=[CH:20][C:19]([CH2:22][C:23]([O:25]CC)=[O:24])=[CH:18][CH:17]=3)=[CH:13][CH:14]=2)[C@H:9]([NH:28][C:29]([O:31][CH:32]([CH3:34])[CH3:33])=[O:30])[CH2:8][C@@H:7]1[CH3:35])(=[O:5])[CH3:4]. The catalyst is CO. The product is [C:3]([N:6]1[C:15]2[C:10](=[CH:11][C:12]([C:16]3[CH:21]=[CH:20][C:19]([CH2:22][C:23]([OH:25])=[O:24])=[CH:18][CH:17]=3)=[CH:13][CH:14]=2)[C@H:9]([NH:28][C:29]([O:31][CH:32]([CH3:34])[CH3:33])=[O:30])[CH2:8][C@@H:7]1[CH3:35])(=[O:5])[CH3:4]. The yield is 0.780. (4) The reactants are [CH3:1][S-:2].[Na+].Cl[C:5]1[CH:10]=[C:9]([NH2:11])[CH:8]=[CH:7][N:6]=1. The catalyst is CN1C(=O)CCC1. The product is [CH3:1][S:2][C:5]1[CH:10]=[C:9]([NH2:11])[CH:8]=[CH:7][N:6]=1. The yield is 0.500. (5) The catalyst is O.ClCCl.S([O-])(O)(=O)=O.C([N+](CCCC)(CCCC)CCCC)CCC. The reactants are [OH-].[Na+].[Cl:3][C:4]1[CH:5]=[CH:6][C:7]([N+:12]([O-:14])=[O:13])=[C:8]([CH2:10][OH:11])[CH:9]=1.S(OC)(O[CH3:19])(=O)=O. The yield is 0.720. The product is [Cl:3][C:4]1[CH:5]=[CH:6][C:7]([N+:12]([O-:14])=[O:13])=[C:8]([CH2:10][O:11][CH3:19])[CH:9]=1. (6) The reactants are [NH2:1][C:2]1[N:10]=[C:9]([Cl:11])[CH:8]=[CH:7][C:3]=1[C:4]([OH:6])=O.C(N(CC)CC)C.F[P-](F)(F)(F)(F)F.N1(O[P+](N(C)C)(N(C)C)N(C)C)C2C=CC=CC=2N=N1.[CH2:46]([O:53][C:54]1[CH:61]=[CH:60][C:57]([CH2:58][NH2:59])=[CH:56][CH:55]=1)[C:47]1[CH:52]=[CH:51][CH:50]=[CH:49][CH:48]=1.N1C2C(=NC=CC=2)C=C1. The catalyst is CN(C)C=O.[Cl-].[Na+].O. The product is [NH2:1][C:2]1[N:10]=[C:9]([Cl:11])[CH:8]=[CH:7][C:3]=1[C:4]([NH:59][CH2:58][C:57]1[CH:60]=[CH:61][C:54]([O:53][CH2:46][C:47]2[CH:52]=[CH:51][CH:50]=[CH:49][CH:48]=2)=[CH:55][CH:56]=1)=[O:6]. The yield is 0.220.